This data is from Peptide-MHC class I binding affinity with 185,985 pairs from IEDB/IMGT. The task is: Regression. Given a peptide amino acid sequence and an MHC pseudo amino acid sequence, predict their binding affinity value. This is MHC class I binding data. The peptide sequence is YLSGTDDEVI. The MHC is HLA-A68:02 with pseudo-sequence HLA-A68:02. The binding affinity (normalized) is 0.106.